From a dataset of Reaction yield outcomes from USPTO patents with 853,638 reactions. Predict the reaction yield, written as a fraction of the theoretical maximum amount of product (1.0 means a 100% yield; for example, 0.34 means a 34% yield). The reactants are [Br:1][C:2]1[CH:7]=[CH:6][C:5]([NH:8][CH2:9][C:10]([O:12][CH3:13])=[O:11])=[CH:4][CH:3]=1.[C:14](Cl)(=[O:23])[CH:15]=[CH:16][C:17]1[CH:22]=[CH:21][CH:20]=[CH:19][CH:18]=1. The catalyst is N1C=CC=CC=1.CN(C)C1C=CN=CC=1. The product is [Br:1][C:2]1[CH:3]=[CH:4][C:5]([N:8]([CH2:9][C:10]([O:12][CH3:13])=[O:11])[C:14](=[O:23])/[CH:15]=[CH:16]/[C:17]2[CH:22]=[CH:21][CH:20]=[CH:19][CH:18]=2)=[CH:6][CH:7]=1. The yield is 0.980.